Dataset: NCI-60 drug combinations with 297,098 pairs across 59 cell lines. Task: Regression. Given two drug SMILES strings and cell line genomic features, predict the synergy score measuring deviation from expected non-interaction effect. (1) Drug 1: C1=CC=C(C(=C1)C(C2=CC=C(C=C2)Cl)C(Cl)Cl)Cl. Drug 2: CN1C2=C(C=C(C=C2)N(CCCl)CCCl)N=C1CCCC(=O)O.Cl. Cell line: RPMI-8226. Synergy scores: CSS=8.75, Synergy_ZIP=0.0917, Synergy_Bliss=4.03, Synergy_Loewe=4.47, Synergy_HSA=2.62. (2) Drug 1: CC1C(C(=O)NC(C(=O)N2CCCC2C(=O)N(CC(=O)N(C(C(=O)O1)C(C)C)C)C)C(C)C)NC(=O)C3=C4C(=C(C=C3)C)OC5=C(C(=O)C(=C(C5=N4)C(=O)NC6C(OC(=O)C(N(C(=O)CN(C(=O)C7CCCN7C(=O)C(NC6=O)C(C)C)C)C)C(C)C)C)N)C. Drug 2: C1=NC(=NC(=O)N1C2C(C(C(O2)CO)O)O)N. Cell line: KM12. Synergy scores: CSS=3.78, Synergy_ZIP=-3.87, Synergy_Bliss=-2.98, Synergy_Loewe=-13.5, Synergy_HSA=-11.4. (3) Drug 1: C1=CC(=CC=C1CCCC(=O)O)N(CCCl)CCCl. Drug 2: B(C(CC(C)C)NC(=O)C(CC1=CC=CC=C1)NC(=O)C2=NC=CN=C2)(O)O. Cell line: NCI-H226. Synergy scores: CSS=13.7, Synergy_ZIP=-1.79, Synergy_Bliss=0.725, Synergy_Loewe=0.882, Synergy_HSA=0.536. (4) Drug 1: CC12CCC3C(C1CCC2=O)CC(=C)C4=CC(=O)C=CC34C. Synergy scores: CSS=19.1, Synergy_ZIP=-5.84, Synergy_Bliss=-7.52, Synergy_Loewe=-6.09, Synergy_HSA=-5.21. Drug 2: C1=CC(=CC=C1CCC2=CNC3=C2C(=O)NC(=N3)N)C(=O)NC(CCC(=O)O)C(=O)O. Cell line: CAKI-1. (5) Drug 1: CC1=CC2C(CCC3(C2CCC3(C(=O)C)OC(=O)C)C)C4(C1=CC(=O)CC4)C. Drug 2: CNC(=O)C1=NC=CC(=C1)OC2=CC=C(C=C2)NC(=O)NC3=CC(=C(C=C3)Cl)C(F)(F)F. Cell line: SW-620. Synergy scores: CSS=9.55, Synergy_ZIP=0.0700, Synergy_Bliss=5.86, Synergy_Loewe=-3.76, Synergy_HSA=0.555. (6) Drug 1: CC12CCC(CC1=CCC3C2CCC4(C3CC=C4C5=CN=CC=C5)C)O. Drug 2: CC1=C(C(CCC1)(C)C)C=CC(=CC=CC(=CC(=O)O)C)C. Cell line: LOX IMVI. Synergy scores: CSS=64.9, Synergy_ZIP=17.6, Synergy_Bliss=18.2, Synergy_Loewe=19.8, Synergy_HSA=21.7. (7) Drug 1: CCC1(CC2CC(C3=C(CCN(C2)C1)C4=CC=CC=C4N3)(C5=C(C=C6C(=C5)C78CCN9C7C(C=CC9)(C(C(C8N6C=O)(C(=O)OC)O)OC(=O)C)CC)OC)C(=O)OC)O.OS(=O)(=O)O. Drug 2: C1CNP(=O)(OC1)N(CCCl)CCCl. Cell line: NCI/ADR-RES. Synergy scores: CSS=-2.44, Synergy_ZIP=0.314, Synergy_Bliss=-2.19, Synergy_Loewe=-3.43, Synergy_HSA=-4.33.